Dataset: Forward reaction prediction with 1.9M reactions from USPTO patents (1976-2016). Task: Predict the product of the given reaction. (1) Given the reactants [CH3:1][O:2][C:3](=[O:28])[NH:4][CH:5]([C:9]([N:11]1[CH2:15][CH2:14][CH2:13][CH:12]1[C:16]1[NH:17][C:18]([C:21]2[CH:26]=[CH:25][C:24](Br)=[CH:23][CH:22]=2)=[CH:19][N:20]=1)=[O:10])[CH:6]([CH3:8])[CH3:7].[C:29]([Si:31]([CH3:34])([CH3:33])[CH3:32])#[CH:30].C(N(CC)CC)C, predict the reaction product. The product is: [CH3:1][O:2][C:3](=[O:28])[NH:4][CH:5]([C:9]([N:11]1[CH2:15][CH2:14][CH2:13][CH:12]1[C:16]1[NH:17][C:18]([C:21]2[CH:26]=[CH:25][C:24]([C:30]#[C:29][Si:31]([CH3:34])([CH3:33])[CH3:32])=[CH:23][CH:22]=2)=[CH:19][N:20]=1)=[O:10])[CH:6]([CH3:8])[CH3:7]. (2) The product is: [F:1][C:2]1[CH:3]=[C:4]([C:9]2[CH2:13][CH:12]([CH2:14][O:15][S:24]([CH3:23])(=[O:26])=[O:25])[O:11][N:10]=2)[CH:5]=[CH:6][C:7]=1[F:8]. Given the reactants [F:1][C:2]1[CH:3]=[C:4]([C:9]2[CH2:13][CH:12]([CH2:14][OH:15])[O:11][N:10]=2)[CH:5]=[CH:6][C:7]=1[F:8].C(N(CC)CC)C.[CH3:23][S:24](Cl)(=[O:26])=[O:25].O, predict the reaction product. (3) Given the reactants [CH3:1][C:2]1[N:6]([C:7]2[CH:17]=[CH:16][CH:15]=[CH:14][C:8]=2[C:9](OCC)=[O:10])[N:5]=[N:4][N:3]=1.[O-]CC.[K+], predict the reaction product. The product is: [N:5]1[N:6]2[C:7]3[C:8]([C:9]([OH:10])=[CH:1][C:2]2=[N:3][N:4]=1)=[CH:14][CH:15]=[CH:16][CH:17]=3.